From a dataset of Catalyst prediction with 721,799 reactions and 888 catalyst types from USPTO. Predict which catalyst facilitates the given reaction. (1) Reactant: Br[C:2]1[CH:7]=[C:6]([CH3:8])[C:5]([NH:9][C:10]([NH:12][C:13]2[C:14]([C:23]([NH:25][C@@H:26]([CH:31]3[CH2:36][CH2:35][CH2:34][CH2:33][CH2:32]3)[C:27]([O:29][CH3:30])=[O:28])=[O:24])=[CH:15][C:16]3[C:21]([CH:22]=2)=[CH:20][CH:19]=[CH:18][CH:17]=3)=[O:11])=[C:4]([CH3:37])[CH:3]=1.[CH2:38]([Sn](CCCC)(CCCC)CC#C)[CH2:39][CH2:40]C. Product: [CH:31]1([C@H:26]([NH:25][C:23]([C:14]2[C:13]([NH:12][C:10]([NH:9][C:5]3[C:4]([CH3:37])=[CH:3][C:2]([CH2:40][C:39]#[CH:38])=[CH:7][C:6]=3[CH3:8])=[O:11])=[CH:22][C:21]3[C:16](=[CH:17][CH:18]=[CH:19][CH:20]=3)[CH:15]=2)=[O:24])[C:27]([O:29][CH3:30])=[O:28])[CH2:36][CH2:35][CH2:34][CH2:33][CH2:32]1. The catalyst class is: 790. (2) Reactant: CC1(C)C(C)(C)OB([C:9]2[CH:10]=[CH:11][CH:12]=[N:13][CH:14]=2)O1.[CH2:16]([O:23][CH2:24][CH2:25][O:26][C:27]1[CH:32]=[CH:31][C:30]([NH:33][C:34](=[O:45])[CH2:35][C:36]2[C:41]([F:42])=[CH:40][C:39](Br)=[CH:38][C:37]=2[F:44])=[CH:29][C:28]=1[C:46]([F:49])([F:48])[F:47])[C:17]1[CH:22]=[CH:21][CH:20]=[CH:19][CH:18]=1.[C:50]([O-:53])([O-])=O.[Cs+].[Cs+]. Product: [CH2:16]([O:23][CH2:24][CH2:25][O:26][C:27]1[CH:32]=[CH:31][C:30]([NH:33][C:34](=[O:45])[CH2:35][C:36]2[C:41]([F:42])=[CH:40][C:39]([C:11]3[CH:12]=[N:13][C:14]([O:23][CH2:16][C:17]4[CH:22]=[CH:21][C:20]([O:53][CH3:50])=[CH:19][CH:18]=4)=[C:9]([O:26][CH2:25][CH3:24])[CH:10]=3)=[CH:38][C:37]=2[F:44])=[CH:29][C:28]=1[C:46]([F:49])([F:48])[F:47])[C:17]1[CH:22]=[CH:21][CH:20]=[CH:19][CH:18]=1. The catalyst class is: 669. (3) Reactant: [CH2:1]([S:6][C:7]1[N:12]=[C:11]([C:13]2[S:14][C:15]3[CH:23]=[CH:22][CH:21]=[CH:20][C:16]=3[C:17](=[O:19])[N:18]=2)[CH:10]=[CH:9][CH:8]=1)[CH2:2][CH:3]([CH3:5])[CH3:4].ClC1C=CC=C(C(OO)=[O:32])C=1. Product: [CH2:1]([S:6]([C:7]1[N:12]=[C:11]([C:13]2[S:14][C:15]3[CH:23]=[CH:22][CH:21]=[CH:20][C:16]=3[C:17](=[O:19])[N:18]=2)[CH:10]=[CH:9][CH:8]=1)=[O:32])[CH2:2][CH:3]([CH3:5])[CH3:4]. The catalyst class is: 22. (4) Reactant: [Cl:1][C:2]1[N:6]2[C:7]([N:11]3[CH2:16][CH2:15][NH:14][C@@H:13]([CH3:17])[CH2:12]3)=[CH:8][CH:9]=[CH:10][C:5]2=[N:4][C:3]=1[CH2:18][N:19]([CH3:30])[C@@H:20]1[C:29]2[N:28]=[CH:27][CH:26]=[CH:25][C:24]=2[CH2:23][CH2:22][CH2:21]1.[C:31](O)(=O)C.C=O.[BH-](OC(C)=O)(OC(C)=O)OC(C)=O.[Na+].C([O-])([O-])=O.[Na+].[Na+]. Product: [Cl:1][C:2]1[N:6]2[C:7]([N:11]3[CH2:16][CH2:15][N:14]([CH3:31])[C@@H:13]([CH3:17])[CH2:12]3)=[CH:8][CH:9]=[CH:10][C:5]2=[N:4][C:3]=1[CH2:18][N:19]([CH3:30])[C@@H:20]1[C:29]2[N:28]=[CH:27][CH:26]=[CH:25][C:24]=2[CH2:23][CH2:22][CH2:21]1. The catalyst class is: 279. (5) Reactant: [F:1][C:2]1[CH:7]=[CH:6][C:5]([C:8]2[N:9]=[C:10]3[CH:15]=[CH:14][CH:13]=[N:12][N:11]3[C:16]=2[C:17]2[CH:22]=[CH:21][N:20]=[C:19]([NH2:23])[CH:18]=2)=[CH:4][C:3]=1[CH3:24].[CH3:25][O:26][C:27]1[CH:35]=[CH:34][C:30]([C:31](Cl)=[O:32])=[CH:29][CH:28]=1.C(=O)([O-])O.[Na+]. Product: [F:1][C:2]1[CH:7]=[CH:6][C:5]([C:8]2[N:9]=[C:10]3[CH:15]=[CH:14][CH:13]=[N:12][N:11]3[C:16]=2[C:17]2[CH:22]=[CH:21][N:20]=[C:19]([NH:23][C:31](=[O:32])[C:30]3[CH:34]=[CH:35][C:27]([O:26][CH3:25])=[CH:28][CH:29]=3)[CH:18]=2)=[CH:4][C:3]=1[CH3:24]. The catalyst class is: 17. (6) Reactant: Br[C:2]1[CH:3]=[N:4][CH:5]=[CH:6][C:7]=1[CH:8]([OH:13])[CH2:9][CH2:10][CH2:11][CH3:12].[Li]CCCC.[SiH:19](Cl)([CH3:21])[CH3:20]. Product: [CH2:9]([CH:8]1[C:7]2[C:2](=[CH:3][N:4]=[CH:5][CH:6]=2)[Si:19]([CH3:21])([CH3:20])[O:13]1)[CH2:10][CH2:11][CH3:12]. The catalyst class is: 1. (7) Reactant: C([Li])CCC.[CH3:6][C:7]1[CH:12]=[CH:11][C:10](Br)=[CH:9][C:8]=1[C:14]([F:17])([F:16])[F:15].C[O:19][B:20](C)[O:21]C.Cl. Product: [CH3:6][C:7]1[CH:12]=[CH:11][C:10]([B:20]([OH:21])[OH:19])=[CH:9][C:8]=1[C:14]([F:17])([F:16])[F:15]. The catalyst class is: 323. (8) Reactant: C([O:8][N:9]1[C:21]2[C:20]3[CH:19]=[CH:18][CH:17]=[CH:16][C:15]=3[N:14]=[C:13]([NH2:22])[C:12]=2[N:11]=[C:10]1[CH2:23][CH2:24][CH3:25])C1C=CC=CC=1.[H][H]. Product: [NH2:22][C:13]1[C:12]2[N:11]=[C:10]([CH2:23][CH2:24][CH3:25])[N:9]([OH:8])[C:21]=2[C:20]2[CH:19]=[CH:18][CH:17]=[CH:16][C:15]=2[N:14]=1. The catalyst class is: 63. (9) Reactant: [C:1]([CH2:3][C:4]([OH:6])=O)#[N:2].CCN(C(C)C)C(C)C.CN(C(ON1N=NC2C=CC=NC1=2)=[N+](C)C)C.F[P-](F)(F)(F)(F)F.OC(C(F)(F)F)=O.[F:47][C:48]1[CH:74]=[C:73]([F:75])[CH:72]=[CH:71][C:49]=1[O:50][CH:51]1[CH2:56][CH2:55][N:54]([C:57]2[N:58]=[C:59]3[CH2:70][CH2:69][NH:68][CH2:67][C:60]3=[N:61][C:62]=2[NH:63][CH:64]([CH3:66])[CH3:65])[CH2:53][CH2:52]1. Product: [F:47][C:48]1[CH:74]=[C:73]([F:75])[CH:72]=[CH:71][C:49]=1[O:50][CH:51]1[CH2:52][CH2:53][N:54]([C:57]2[N:58]=[C:59]3[CH2:70][CH2:69][N:68]([C:4](=[O:6])[CH2:3][C:1]#[N:2])[CH2:67][C:60]3=[N:61][C:62]=2[NH:63][CH:64]([CH3:66])[CH3:65])[CH2:55][CH2:56]1. The catalyst class is: 44.